From a dataset of Forward reaction prediction with 1.9M reactions from USPTO patents (1976-2016). Predict the product of the given reaction. Given the reactants [OH:1][C:2]1[CH:9]=[CH:8][C:5]([CH:6]=[O:7])=[CH:4][CH:3]=1.C(=O)([O-])[O-].[Cs+].[Cs+].Br[CH2:17][CH2:18][CH2:19][O:20][CH2:21][C:22]1[CH:27]=[CH:26][CH:25]=[CH:24][CH:23]=1.[I-].[Na+], predict the reaction product. The product is: [CH2:21]([O:20][CH2:19][CH2:18][CH2:17][O:1][C:2]1[CH:9]=[CH:8][C:5]([CH:6]=[O:7])=[CH:4][CH:3]=1)[C:22]1[CH:27]=[CH:26][CH:25]=[CH:24][CH:23]=1.